The task is: Predict the product of the given reaction.. This data is from Forward reaction prediction with 1.9M reactions from USPTO patents (1976-2016). (1) Given the reactants [H-].[H-].[H-].[H-].[Li+].[Al+3].[C:7]1([CH3:22])[CH:12]=[CH:11][CH:10]=[C:9]([C:13]2[CH:21]=[CH:20][C:16]([C:17](O)=[O:18])=[CH:15][CH:14]=2)[CH:8]=1.O.[OH-].[K+], predict the reaction product. The product is: [C:7]1([CH3:22])[CH:12]=[CH:11][CH:10]=[C:9]([C:13]2[CH:21]=[CH:20][C:16]([CH2:17][OH:18])=[CH:15][CH:14]=2)[CH:8]=1. (2) The product is: [NH2:1][C:4]1[C:5]2[NH:12][CH:11]=[C:10]([C@@H:13]3[N:17]([C:18]([O:20][C:21]([CH3:24])([CH3:23])[CH3:22])=[O:19])[C@@H:16]4[CH2:25][O:26][Si:27]([CH:40]([CH3:42])[CH3:41])([CH:37]([CH3:39])[CH3:38])[O:28][Si:29]([CH:31]([CH3:33])[CH3:32])([CH:34]([CH3:35])[CH3:36])[O:30][C@H:15]4[C@H:14]3[O:43][C:44](=[O:57])[C@@H:45]([NH:49][C:50]([O:52][C:53]([CH3:54])([CH3:55])[CH3:56])=[O:51])[CH:46]([CH3:47])[CH3:48])[C:6]=2[N:7]=[CH:8][N:9]=1. Given the reactants [N:1]([C:4]1[C:5]2[NH:12][CH:11]=[C:10]([C@@H:13]3[N:17]([C:18]([O:20][C:21]([CH3:24])([CH3:23])[CH3:22])=[O:19])[C@@H:16]4[CH2:25][O:26][Si:27]([CH:40]([CH3:42])[CH3:41])([CH:37]([CH3:39])[CH3:38])[O:28][Si:29]([CH:34]([CH3:36])[CH3:35])([CH:31]([CH3:33])[CH3:32])[O:30][C@H:15]4[C@H:14]3[O:43][C:44](=[O:57])[C@@H:45]([NH:49][C:50]([O:52][C:53]([CH3:56])([CH3:55])[CH3:54])=[O:51])[CH:46]([CH3:48])[CH3:47])[C:6]=2[N:7]=[CH:8][N:9]=1)=[N+]=[N-], predict the reaction product. (3) Given the reactants [N:1]1[N:2]([C:6]2[CH:7]=[C:8]([NH:12][C:13]3[C:18]([C:19]([NH2:21])=[O:20])=[CH:17][N:16]=[C:15]([NH:22][C@H:23]4[CH2:28][CH2:27][CH2:26][CH2:25][C@H:24]4[NH2:29])[N:14]=3)[CH:9]=[CH:10][CH:11]=2)[N:3]=[CH:4][CH:5]=1.[N:30]1[N:31]([C:35]2[CH:36]=[C:37]([NH:41][C:42]3[C:47]([C:48]([NH2:50])=[O:49])=[CH:46][N:45]=[C:44]([NH:51][C@@H:52]4[CH2:57][CH2:56][CH2:55][CH2:54][C@@H:53]4[NH2:58])[N:43]=3)[CH:38]=[CH:39][CH:40]=2)[N:32]=[CH:33][CH:34]=1.[CH3:59][CH2:60][N:61](C(C)C)C(C)C.BrCC#N, predict the reaction product. The product is: [N:1]1[N:2]([C:6]2[CH:7]=[C:8]([NH:12][C:13]3[C:18]([C:19]([NH2:21])=[O:20])=[CH:17][N:16]=[C:15]([NH:22][C@@H:23]4[CH2:28][CH2:27][CH2:26][CH2:25][C@@H:24]4[NH2:29])[N:14]=3)[CH:9]=[CH:10][CH:11]=2)[N:3]=[CH:4][CH:5]=1.[N:30]1[N:31]([C:35]2[CH:36]=[C:37]([NH:41][C:42]3[C:47]([C:48]([NH2:50])=[O:49])=[CH:46][N:45]=[C:44]([NH:51][C@@H:52]4[CH2:57][CH2:56][CH2:55][CH2:54][C@@H:53]4[NH:58][CH2:59][C:60]#[N:61])[N:43]=3)[CH:38]=[CH:39][CH:40]=2)[N:32]=[CH:33][CH:34]=1. (4) Given the reactants [CH3:1][N:2]1[CH2:7][CH2:6][N:5]([C:8]2[CH:13]=[CH:12][N:11]=[C:10]([C:14]3[CH:18]=[C:17]([CH:19]=[CH2:20])[S:16][CH:15]=3)[CH:9]=2)[CH2:4][CH2:3]1, predict the reaction product. The product is: [CH2:19]([C:17]1[S:16][CH:15]=[C:14]([C:10]2[CH:9]=[C:8]([N:5]3[CH2:6][CH2:7][N:2]([CH3:1])[CH2:3][CH2:4]3)[CH:13]=[CH:12][N:11]=2)[CH:18]=1)[CH3:20]. (5) The product is: [CH3:19][N:20]([CH3:21])[C:6]1[N:1]=[CH:2][C:3]([C:7]2[C:15]3[C:10](=[CH:11][C:12]([CH:16]=[O:17])=[CH:13][CH:14]=3)[NH:9][N:8]=2)=[CH:4][CH:5]=1. Given the reactants [N:1]1[CH:6]=[CH:5][CH:4]=[C:3]([C:7]2[C:15]3[C:10](=[CH:11][C:12]([CH:16]=[O:17])=[CH:13][CH:14]=3)[NH:9][N:8]=2)[CH:2]=1.O.[CH3:19][N:20](C)[C:21]1C=CC(B(O)O)=CN=1, predict the reaction product. (6) Given the reactants [CH3:1][O:2][C:3]([CH:5]1[CH2:10][CH2:9][CH:8]([C:11]([OH:13])=O)[CH2:7][CH2:6]1)=[O:4].C1N=CN(C(N2C=NC=C2)=O)C=1.Cl.Cl.[Cl:28][C:29]1[C:30]([CH2:35][NH2:36])=[N:31][CH:32]=[CH:33][N:34]=1.CCN(C(C)C)C(C)C, predict the reaction product. The product is: [Cl:28][C:29]1[C:30]([CH2:35][NH:36][C:11]([C@H:8]2[CH2:7][CH2:6][C@H:5]([C:3]([O:2][CH3:1])=[O:4])[CH2:10][CH2:9]2)=[O:13])=[N:31][CH:32]=[CH:33][N:34]=1. (7) Given the reactants C[Si](C)(C)[O:3][C:4]([C:6]12[CH2:13][CH2:12][C:9]([NH:14][C:15](=[O:21])[O:16][C:17]([CH3:20])([CH3:19])[CH3:18])([CH2:10][CH2:11]1)[CH2:8][O:7]2)=[CH2:5].Br[C:25]1[C:34]2[C:29](=[C:30]([CH3:37])[CH:31]=[C:32]([O:35][CH3:36])[CH:33]=2)[N:28]=[CH:27][C:26]=1[F:38].COC1C=CC=C(OC)C=1C1C=CC=CC=1P(C1CCCCC1)C1CCCCC1, predict the reaction product. The product is: [F:38][C:26]1[CH:27]=[N:28][C:29]2[C:34]([C:25]=1[CH2:3][C:4]([C:6]13[CH2:13][CH2:12][C:9]([NH:14][C:15](=[O:21])[O:16][C:17]([CH3:20])([CH3:19])[CH3:18])([CH2:10][CH2:11]1)[CH2:8][O:7]3)=[O:5])=[CH:33][C:32]([O:35][CH3:36])=[CH:31][C:30]=2[CH3:37]. (8) Given the reactants Cl([O-])=O.[Na+].P([O-])([O-])(O)=[O:6].[Na+].[Na+].[Br:12][C:13]1[CH:14]=[C:15]([CH:18]=[O:19])[S:16][CH:17]=1.Cl, predict the reaction product. The product is: [Br:12][C:13]1[CH:14]=[C:15]([C:18]([OH:6])=[O:19])[S:16][CH:17]=1. (9) Given the reactants [C@H:1]1([NH:11][C:12]2[N:17]=[C:16]([NH2:18])[N:15]=[CH:14][N:13]=2)[C:10]2[C:5](=[CH:6][CH:7]=[CH:8][CH:9]=2)[CH2:4][CH2:3][CH2:2]1.[C:19](OC(=O)C)(=[O:21])[CH3:20], predict the reaction product. The product is: [C@H:1]1([NH:11][C:12]2[N:13]=[CH:14][N:15]=[C:16]([NH:18][C:19](=[O:21])[CH3:20])[N:17]=2)[C:10]2[C:5](=[CH:6][CH:7]=[CH:8][CH:9]=2)[CH2:4][CH2:3][CH2:2]1.